This data is from Reaction yield outcomes from USPTO patents with 853,638 reactions. The task is: Predict the reaction yield, written as a fraction of the theoretical maximum amount of product (1.0 means a 100% yield; for example, 0.34 means a 34% yield). (1) The reactants are [CH2:1]([NH:8][C:9]([C:11]1[S:15][C:14]([N:16]2[CH:20]=[C:19]([C:21]([OH:23])=O)[N:18]=[N:17]2)=[N:13][C:12]=1[CH3:24])=[O:10])[C:2]1[CH:7]=[CH:6][CH:5]=[CH:4][CH:3]=1.ON1C2C=CC=CC=2N=N1.CN(C)CCCN=C=NCC.C(N(CC)C(C)C)(C)C.[CH2:55]([NH2:62])[C:56]1[CH:61]=[CH:60][CH:59]=[CH:58][CH:57]=1. The catalyst is CN(C)C=O.ClCCl. The product is [CH2:1]([NH:8][C:9]([C:11]1[S:15][C:14]([N:16]2[CH:20]=[C:19]([C:21](=[O:23])[NH:62][CH2:55][C:56]3[CH:61]=[CH:60][CH:59]=[CH:58][CH:57]=3)[N:18]=[N:17]2)=[N:13][C:12]=1[CH3:24])=[O:10])[C:2]1[CH:3]=[CH:4][CH:5]=[CH:6][CH:7]=1. The yield is 0.0800. (2) The reactants are C1(C)C=CC(S([CH2:10][N+:11]#[C-:12])(=O)=O)=CC=1.[C:14]([O:19][CH3:20])(=[O:18])/[CH:15]=[CH:16]/[CH3:17].CC(C)([O-])C.[K+]. No catalyst specified. The product is [CH3:17][C:16]1[C:15]([C:14]([O:19][CH3:20])=[O:18])=[CH:10][NH:11][CH:12]=1. The yield is 0.250. (3) The reactants are [Br:1][C:2]1[NH:3][C:4]2[CH:10]=[C:9]([Cl:11])[C:8]([Cl:12])=[CH:7][C:5]=2[N:6]=1.C/C(/O[Si](C)(C)C)=N\[Si](C)(C)C.FC(F)(F)S(O[Si](C)(C)C)(=O)=O.C(O[C@H:41]1[O:58][CH2:57][C@H:52]([O:53][C:54](=[O:56])[CH3:55])[C@@H:47]([O:48][C:49](=[O:51])[CH3:50])[C@@H:42]1[O:43][C:44](=[O:46])[CH3:45])(=O)C.C(=O)(O)[O-].[Na+]. The catalyst is ClCCCl. The product is [Br:1][C:2]1[N:3]([C@H:57]2[O:58][CH2:41][C@H:42]([O:43][C:44](=[O:46])[CH3:45])[C@@H:47]([O:48][C:49](=[O:51])[CH3:50])[C@@H:52]2[O:53][C:54](=[O:56])[CH3:55])[C:4]2[CH:10]=[C:9]([Cl:11])[C:8]([Cl:12])=[CH:7][C:5]=2[N:6]=1. The yield is 0.560. (4) The yield is 0.950. The product is [CH3:1][O:2][C:3]1[CH:8]=[CH:7][CH:6]=[CH:5][C:4]=1[C:15]1[CH:20]=[CH:19][C:18]([CH3:21])=[CH:17][CH:16]=1. The reactants are [CH3:1][O:2][C:3]1[CH:8]=[CH:7][CH:6]=[CH:5][C:4]=1B(O)O.[F-].[K+].Cl[C:15]1[CH:20]=[CH:19][C:18]([CH3:21])=[CH:17][CH:16]=1. The catalyst is C([O-])(=O)C.[Pd+2].C([O-])(=O)C.C(P(C(C)(C)C)C1C=CC=CC=1C1C=CC=CC=1)(C)(C)C.C1COCC1. (5) The reactants are [CH2:1]([O:3][C:4]([C:6]1[CH:7]=[N:8][N:9]([C:11]2[N:15]([CH2:16][O:17][CH2:18][CH2:19][O:20][CH3:21])[C:14]3[CH:22]=[C:23]([Cl:34])[C:24](SC4C=C(C)C=CC=4)=[CH:25][C:13]=3[N:12]=2)[CH:10]=1)=[O:5])[CH3:2].ClC1C(S[C:54]2[CH:55]=[C:56]([CH3:60])[CH:57]=[CH:58][CH:59]=2)=CC2N=C(N3C=C(C(O)=O)C=N3)NC=2C=1.O[O:62][S:63]([O-:65])=O.[K+].S([O-])([O-])(=O)=S.[Na+].[Na+]. The catalyst is C([O-])(O)=O.[Na+].ClCCl.O.CO. The product is [CH2:1]([O:3][C:4]([C:6]1[CH:7]=[N:8][N:9]([C:11]2[N:15]([CH2:16][O:17][CH2:18][CH2:19][O:20][CH3:21])[C:14]3[CH:22]=[C:23]([Cl:34])[C:24]([S:63]([C:54]4[CH:55]=[C:56]([CH3:60])[CH:57]=[CH:58][CH:59]=4)(=[O:65])=[O:62])=[CH:25][C:13]=3[N:12]=2)[CH:10]=1)=[O:5])[CH3:2]. The yield is 0.620. (6) The reactants are [Cl:1][C:2]1[C:3]([CH3:12])=[C:4]([S:8](Cl)(=[O:10])=[O:9])[CH:5]=[CH:6][CH:7]=1.N1C=CC=CC=1.[NH2:19][C:20]1[CH:21]=[C:22]2[C:27](=[CH:28][CH:29]=1)[N:26]=[CH:25][CH:24]=[CH:23]2.C([O-])(O)=O.[Na+]. The catalyst is ClCCl. The product is [Cl:1][C:2]1[C:3]([CH3:12])=[C:4]([S:8]([NH:19][C:20]2[CH:21]=[C:22]3[C:27](=[CH:28][CH:29]=2)[N:26]=[CH:25][CH:24]=[CH:23]3)(=[O:10])=[O:9])[CH:5]=[CH:6][CH:7]=1. The yield is 0.210. (7) The reactants are [Br:1][CH2:2][C:3]([C:5]1[C:13]2[C:8](=[N:9][CH:10]=[C:11]([Br:14])[CH:12]=2)[NH:7][CH:6]=1)=O.[NH2:15][C:16]([NH2:18])=[S:17]. The catalyst is CCO. The product is [BrH:1].[Br:14][C:11]1[CH:12]=[C:13]2[C:5]([C:3]3[N:15]=[C:16]([NH2:18])[S:17][CH:2]=3)=[CH:6][NH:7][C:8]2=[N:9][CH:10]=1. The yield is 0.700. (8) The reactants are C(OC([N:8]1[CH2:13][CH2:12][N:11]([C:14]([O:16][CH2:17][C:18]2[CH:23]=[CH:22][CH:21]=[CH:20][CH:19]=2)=[O:15])[CH:10]([C:24](=[O:29])[N:25]([O:27][CH3:28])[CH3:26])[CH2:9]1)=O)(C)(C)C. The catalyst is ClCCl.FC(F)(F)C(O)=O. The product is [CH2:17]([O:16][C:14]([N:11]1[CH2:12][CH2:13][NH:8][CH2:9][CH:10]1[C:24](=[O:29])[N:25]([O:27][CH3:28])[CH3:26])=[O:15])[C:18]1[CH:19]=[CH:20][CH:21]=[CH:22][CH:23]=1. The yield is 1.00. (9) The reactants are [Cl:1][C:2]1[CH:14]=[C:13]([NH:15][C:16]2[C:25]3[C:20](=[CH:21][CH:22]=[CH:23][C:24]=3[O:26][CH:27]3[CH2:32][CH2:31][N:30]([CH3:33])[CH2:29][CH2:28]3)[N:19]=[CH:18][N:17]=2)[CH:12]=[CH:11][C:3]=1[O:4][CH2:5][C:6]([O:8]CC)=O.O.[NH2:35][NH2:36]. The catalyst is C(O)C.N1C=CC=CC=1. The product is [Cl:1][C:2]1[CH:14]=[C:13]([NH:15][C:16]2[C:25]3[C:20](=[CH:21][CH:22]=[CH:23][C:24]=3[O:26][CH:27]3[CH2:32][CH2:31][N:30]([CH3:33])[CH2:29][CH2:28]3)[N:19]=[CH:18][N:17]=2)[CH:12]=[CH:11][C:3]=1[O:4][CH2:5][C:6]([NH:35][NH2:36])=[O:8]. The yield is 0.530.